This data is from Reaction yield outcomes from USPTO patents with 853,638 reactions. The task is: Predict the reaction yield, written as a fraction of the theoretical maximum amount of product (1.0 means a 100% yield; for example, 0.34 means a 34% yield). The reactants are Br[C:2](=[CH2:14])[CH2:3][CH2:4][CH2:5][O:6][Si:7]([C:10]([CH3:13])([CH3:12])[CH3:11])([CH3:9])[CH3:8].[Mg].II.[F:18][C:19]1[CH:26]=[C:25]([F:27])[C:24]([C:28]2[CH:29]=[N:30][CH:31]=[N:32][CH:33]=2)=[CH:23][C:20]=1[CH:21]=[O:22]. The catalyst is C1COCC1.O. The product is [Si:7]([O:6][CH2:5][CH2:4][CH2:3][C:2](=[CH2:14])[C:21]([C:20]1[CH:23]=[C:24]([C:28]2[CH:33]=[N:32][CH:31]=[N:30][CH:29]=2)[C:25]([F:27])=[CH:26][C:19]=1[F:18])=[O:22])([C:10]([CH3:13])([CH3:12])[CH3:11])([CH3:9])[CH3:8]. The yield is 0.250.